This data is from Full USPTO retrosynthesis dataset with 1.9M reactions from patents (1976-2016). The task is: Predict the reactants needed to synthesize the given product. (1) Given the product [CH2:22]([C:7]1([CH2:3][CH2:4][CH2:5][CH3:6])[CH2:16][CH2:15][C:14]2[C:9](=[CH:10][CH:11]=[C:12]([O:17][CH3:18])[CH:13]=2)[C:8]1=[O:19])[CH:21]=[CH2:20], predict the reactants needed to synthesize it. The reactants are: [H-].[Na+].[CH2:3]([CH:7]1[CH2:16][CH2:15][C:14]2[C:9](=[CH:10][CH:11]=[C:12]([O:17][CH3:18])[CH:13]=2)[C:8]1=[O:19])[CH2:4][CH2:5][CH3:6].[CH2:20](I)[CH:21]=[CH2:22]. (2) Given the product [Cl:22][C:23]1[CH:24]=[C:25]([CH:28]=[CH:29][C:30]=1[Cl:31])[CH2:26][NH:1][C@H:2]1[CH2:7][CH2:6][CH2:5][C@H:4]([NH:8][C:9]2[N:18]=[C:17]([N:19]([CH3:21])[CH3:20])[C:16]3[C:11](=[CH:12][CH:13]=[CH:14][CH:15]=3)[N:10]=2)[CH2:3]1, predict the reactants needed to synthesize it. The reactants are: [NH2:1][C@H:2]1[CH2:7][CH2:6][CH2:5][C@H:4]([NH:8][C:9]2[N:18]=[C:17]([N:19]([CH3:21])[CH3:20])[C:16]3[C:11](=[CH:12][CH:13]=[CH:14][CH:15]=3)[N:10]=2)[CH2:3]1.[Cl:22][C:23]1[CH:24]=[C:25]([CH:28]=[CH:29][C:30]=1[Cl:31])[CH:26]=O.[BH4-].[Na+]. (3) Given the product [CH3:13][N:14]([CH3:40])[C:15]1([C:34]2[CH:39]=[CH:38][CH:37]=[CH:36][CH:35]=2)[CH2:20][CH2:19][C:18]2([C:26]3[NH:27][C:28]4[CH:33]=[CH:32][N:31]=[CH:30][C:29]=4[C:25]=3[CH2:24][CH2:23][CH2:22]2)[CH2:17][CH2:16]1, predict the reactants needed to synthesize it. The reactants are: C[Si](OS(C(F)(F)F)(=O)=O)(C)C.[CH3:13][N:14]([CH3:40])[C:15]1([C:34]2[CH:39]=[CH:38][CH:37]=[CH:36][CH:35]=2)[CH2:20][CH2:19][C:18]([CH2:22][CH2:23][CH2:24][C:25]2[C:29]3[CH:30]=[N:31][CH:32]=[CH:33][C:28]=3[NH:27][CH:26]=2)(O)[CH2:17][CH2:16]1. (4) Given the product [CH3:13][O:4][C:3](=[O:5])[C@@H:2]([NH2:1])[CH2:6][CH:7]1[CH2:11][CH2:10][CH2:9][CH2:8]1, predict the reactants needed to synthesize it. The reactants are: [NH2:1][C@@H:2]([CH2:6][CH:7]1[CH2:11][CH2:10][CH2:9][CH2:8]1)[C:3]([OH:5])=[O:4].Cl.[CH3:13]O. (5) Given the product [C:1]([C:3]1[C:4]([N:21]2[CH2:26][CH2:25][CH:24]([C:27](=[O:28])[NH:39][S:36]([CH2:35][CH:30]3[CH2:34][CH2:33][CH2:32][CH2:31]3)(=[O:38])=[O:37])[CH2:23][CH2:22]2)=[N:5][C:6]([CH2:14][N:15]2[CH2:19][CH2:18][CH2:17][C:16]2=[O:20])=[C:7]([CH:8]=1)[C:9]([O:11][CH2:12][CH3:13])=[O:10])#[N:2], predict the reactants needed to synthesize it. The reactants are: [C:1]([C:3]1[C:4]([N:21]2[CH2:26][CH2:25][CH:24]([C:27](O)=[O:28])[CH2:23][CH2:22]2)=[N:5][C:6]([CH2:14][N:15]2[CH2:19][CH2:18][CH2:17][C:16]2=[O:20])=[C:7]([C:9]([O:11][CH2:12][CH3:13])=[O:10])[CH:8]=1)#[N:2].[CH:30]1([CH2:35][S:36]([NH2:39])(=[O:38])=[O:37])[CH2:34][CH2:33][CH2:32][CH2:31]1.